Task: Predict the product of the given reaction.. Dataset: Forward reaction prediction with 1.9M reactions from USPTO patents (1976-2016) Given the reactants [CH2:1]([C@@H:3]1[CH2:7][C@@H:6]([OH:8])[CH2:5][C@@H:4]1[C:9]([OH:11])=[O:10])[CH3:2].[CH3:12][C:13]([Si:16](Cl)([CH3:18])[CH3:17])([CH3:15])[CH3:14].N1C=CN=C1, predict the reaction product. The product is: [Si:16]([O:8][CH:6]1[CH2:5][CH:4]([C:9]([OH:11])=[O:10])[CH:3]([CH2:1][CH3:2])[CH2:7]1)([C:13]([CH3:15])([CH3:14])[CH3:12])([CH3:18])[CH3:17].